Task: Predict the product of the given reaction.. Dataset: Forward reaction prediction with 1.9M reactions from USPTO patents (1976-2016) (1) Given the reactants [C:1]([O:5][C:6](=[O:27])[NH:7][C@H:8]([C:12]1[CH:17]=[C:16]([C:18]2[N:22]([CH:23]([F:25])[F:24])[N:21]=[CH:20][C:19]=2[NH2:26])[CH:15]=[CH:14][N:13]=1)[CH2:9][CH:10]=[CH2:11])([CH3:4])([CH3:3])[CH3:2].[CH3:28][CH:29]([CH:33]=[CH2:34])[C:30](O)=[O:31].N1C=CC=CC=1.C(P1(=O)OP(CCC)(=O)OP(CCC)(=O)O1)CC, predict the reaction product. The product is: [C:1]([O:5][C:6](=[O:27])[NH:7][C@H:8]([C:12]1[CH:17]=[C:16]([C:18]2[N:22]([CH:23]([F:25])[F:24])[N:21]=[CH:20][C:19]=2[NH:26][C:30](=[O:31])[CH:29]([CH3:28])[CH:33]=[CH2:34])[CH:15]=[CH:14][N:13]=1)[CH2:9][CH:10]=[CH2:11])([CH3:2])([CH3:3])[CH3:4]. (2) Given the reactants [OH:1][C:2]1[C:10]([OH:11])=[CH:9][CH:8]=[CH:7][C:3]=1[C:4]([OH:6])=O.[Si](Cl)(C)(C)C.CCN=C=NCCCN(C)C.[NH2:28][CH2:29][CH2:30][NH:31][C:32](=[O:58])[CH2:33][C@@H:34]1[N:40]=[C:39]([C:41]2[CH:46]=[CH:45][C:44]([Cl:47])=[CH:43][CH:42]=2)[C:38]2[CH:48]=[C:49]([O:52][CH3:53])[CH:50]=[CH:51][C:37]=2[N:36]2[C:54]([CH3:57])=[N:55][N:56]=[C:35]12, predict the reaction product. The product is: [Cl:47][C:44]1[CH:45]=[CH:46][C:41]([C:39]2[C:38]3[CH:48]=[C:49]([O:52][CH3:53])[CH:50]=[CH:51][C:37]=3[N:36]3[C:54]([CH3:57])=[N:55][N:56]=[C:35]3[C@H:34]([CH2:33][C:32]([NH:31][CH2:30][CH2:29][NH:28][C:4](=[O:6])[C:3]3[CH:7]=[CH:8][CH:9]=[C:10]([OH:11])[C:2]=3[OH:1])=[O:58])[N:40]=2)=[CH:42][CH:43]=1. (3) Given the reactants [CH3:1][O:2][C:3]1[CH:4]=[C:5]([N:11]2[CH2:16][CH2:15][NH:14][CH2:13][CH2:12]2)[CH:6]=[CH:7][C:8]=1[O:9][CH3:10].[C:17]1([C:25]2[CH:30]=[CH:29][CH:28]=[CH:27][CH:26]=2)[C:18]([CH:23]=O)=[CH:19][CH:20]=[CH:21][CH:22]=1.[BH-](OC(C)=O)(OC(C)=O)OC(C)=O.[Na+].C1(C2C=CC=CC=2)C=CC=CC=1CN1CCN(C2C=CC=CC=2)CC1, predict the reaction product. The product is: [C:17]1([C:25]2[CH:26]=[CH:27][CH:28]=[CH:29][CH:30]=2)[CH:22]=[CH:21][CH:20]=[CH:19][C:18]=1[CH2:23][N:14]1[CH2:13][CH2:12][N:11]([C:5]2[CH:6]=[CH:7][C:8]([O:9][CH3:10])=[C:3]([O:2][CH3:1])[CH:4]=2)[CH2:16][CH2:15]1. (4) Given the reactants [CH3:1][C:2]1[CH:7]=[CH:6][C:5]([OH:8])=[CH:4][CH:3]=1.Cl[C:10]1[C:19]2[C:14](=[CH:15][C:16]([O:20][CH3:21])=[CH:17][CH:18]=2)[CH:13]=[C:12]([NH:22][C:23]2[CH:27]=[C:26]([CH3:28])[NH:25][N:24]=2)[N:11]=1, predict the reaction product. The product is: [CH3:28][C:26]1[NH:25][N:24]=[C:23]([NH:22][C:12]2[N:11]=[C:10]([O:8][C:5]3[CH:6]=[CH:7][C:2]([CH3:1])=[CH:3][CH:4]=3)[C:19]3[C:14]([CH:13]=2)=[CH:15][C:16]([O:20][CH3:21])=[CH:17][CH:18]=3)[CH:27]=1. (5) Given the reactants C([Li])CCC.[CH3:6][O:7][C:8]1[C:17]([O:18][CH3:19])=[CH:16][C:15]2[C:10](=[CH:11][CH:12]=[CH:13][CH:14]=2)[CH:9]=1.CN(C)CCN(C)C.CN([CH:31]=[O:32])C, predict the reaction product. The product is: [CH3:19][O:18][C:17]1[C:8]([O:7][CH3:6])=[CH:9][C:10]2[C:15](=[CH:14][CH:13]=[CH:12][CH:11]=2)[C:16]=1[CH:31]=[O:32]. (6) Given the reactants [CH2:1]([O:3][C:4]([N:6]1[CH2:11][CH2:10][N:9]([C:12](=[O:38])[C@@H:13]([NH:23][C:24]([C:26]2[CH:30]=[C:29]([OH:31])[N:28]([C:32]3[CH:37]=[CH:36][CH:35]=[CH:34][CH:33]=3)[N:27]=2)=[O:25])[CH2:14][CH2:15][C:16]([O:18][C:19]([CH3:22])([CH3:21])[CH3:20])=[O:17])[CH2:8][CH2:7]1)=[O:5])[CH3:2].C(=O)([O-])[O-].[Cs+].[Cs+].[CH2:45]([O:47][C:48]([C:50]1(Br)[CH2:53][CH2:52][CH2:51]1)=[O:49])[CH3:46], predict the reaction product. The product is: [CH2:1]([O:3][C:4]([N:6]1[CH2:11][CH2:10][N:9]([C:12](=[O:38])[C@@H:13]([NH:23][C:24]([C:26]2[CH:30]=[C:29]([O:31][C:50]3([C:48]([O:47][CH2:45][CH3:46])=[O:49])[CH2:53][CH2:52][CH2:51]3)[N:28]([C:32]3[CH:37]=[CH:36][CH:35]=[CH:34][CH:33]=3)[N:27]=2)=[O:25])[CH2:14][CH2:15][C:16]([O:18][C:19]([CH3:22])([CH3:21])[CH3:20])=[O:17])[CH2:8][CH2:7]1)=[O:5])[CH3:2]. (7) Given the reactants [CH3:1][O:2][C:3]1[CH:4]=[C:5]([NH:12][C:13]2[C:14]([NH:23][S:24]([C:27]3[CH:32]=[CH:31][CH:30]=[C:29]([N+:33]([O-])=O)[CH:28]=3)(=[O:26])=[O:25])=[N:15][C:16]3[C:21]([N:22]=2)=[CH:20][CH:19]=[CH:18][CH:17]=3)[CH:6]=[C:7]([N+:9]([O-])=O)[CH:8]=1.CCO.C(O)=O.C([O-])=O.[K+], predict the reaction product. The product is: [NH2:33][C:29]1[CH:28]=[C:27]([S:24]([NH:23][C:14]2[C:13]([NH:12][C:5]3[CH:4]=[C:3]([O:2][CH3:1])[CH:8]=[C:7]([NH2:9])[CH:6]=3)=[N:22][C:21]3[C:16](=[CH:17][CH:18]=[CH:19][CH:20]=3)[N:15]=2)(=[O:26])=[O:25])[CH:32]=[CH:31][CH:30]=1.